Predict the reactants needed to synthesize the given product. From a dataset of Full USPTO retrosynthesis dataset with 1.9M reactions from patents (1976-2016). Given the product [Br:1][C:2]1[CH:7]=[CH:6][C:5]([C:8]2([C:9]([O:11][CH3:12])=[O:10])[CH2:18][CH:17]2/[CH:16]=[CH:15]/[C:19]2[CH:24]=[CH:23][CH:22]=[CH:21][CH:20]=2)=[CH:4][CH:3]=1, predict the reactants needed to synthesize it. The reactants are: [Br:1][C:2]1[CH:7]=[CH:6][C:5]([C:8](=[N+]=[N-])[C:9]([O:11][CH3:12])=[O:10])=[CH:4][CH:3]=1.[CH:15](/[C:19]1[CH:24]=[CH:23][CH:22]=[CH:21][CH:20]=1)=[CH:16]\[CH:17]=[CH2:18].